Regression. Given a peptide amino acid sequence and an MHC pseudo amino acid sequence, predict their binding affinity value. This is MHC class II binding data. From a dataset of Peptide-MHC class II binding affinity with 134,281 pairs from IEDB. (1) The binding affinity (normalized) is 0.213. The peptide sequence is ASEGAVDIINRWQVV. The MHC is HLA-DQA10501-DQB10201 with pseudo-sequence HLA-DQA10501-DQB10201. (2) The peptide sequence is SDAKTLVLNIKYTRP. The MHC is HLA-DQA10104-DQB10503 with pseudo-sequence HLA-DQA10104-DQB10503. The binding affinity (normalized) is 0.0359. (3) The peptide sequence is PSMGRDIKVQFQSGG. The MHC is HLA-DQA10102-DQB10502 with pseudo-sequence HLA-DQA10102-DQB10502. The binding affinity (normalized) is 0.136. (4) The peptide sequence is SINYRTEIDKPSQHH. The MHC is DRB1_0802 with pseudo-sequence DRB1_0802. The binding affinity (normalized) is 0.472. (5) The peptide sequence is INLIIHYVHRAGALG. The MHC is HLA-DQA10501-DQB10301 with pseudo-sequence HLA-DQA10501-DQB10301. The binding affinity (normalized) is 0.659. (6) The peptide sequence is GEPIRFLLSYGEKDF. The MHC is HLA-DPA10103-DPB10401 with pseudo-sequence HLA-DPA10103-DPB10401. The binding affinity (normalized) is 0.627. (7) The peptide sequence is SKKYFAATQFEPLAA. The MHC is DRB1_1602 with pseudo-sequence DRB1_1602. The binding affinity (normalized) is 0.508.